This data is from Forward reaction prediction with 1.9M reactions from USPTO patents (1976-2016). The task is: Predict the product of the given reaction. (1) Given the reactants [CH2:1]([CH:3]([C:6]1[C:7]2[N:8]([CH:13]=[C:14]([CH3:16])[N:15]=2)[N:9]=[C:10]([CH3:12])[CH:11]=1)[CH2:4][CH3:5])[CH3:2].Br[C:18]1[S:22][C:21]([C:23]2[CH:24]=[N:25][CH:26]=[CH:27][CH:28]=2)=[CH:20][C:19]=1[Cl:29].C([O-])([O-])=O.[Cs+].[Cs+].C1C=CC(P(C2C=CC=CC=2)C2C=CC=CC=2)=CC=1, predict the reaction product. The product is: [Cl:29][C:19]1[CH:20]=[C:21]([C:23]2[CH:24]=[N:25][CH:26]=[CH:27][CH:28]=2)[S:22][C:18]=1[C:13]1[N:8]2[N:9]=[C:10]([CH3:12])[CH:11]=[C:6]([CH:3]([CH2:4][CH3:5])[CH2:1][CH3:2])[C:7]2=[N:15][C:14]=1[CH3:16]. (2) Given the reactants [CH3:1][O:2][C:3]1[C:8]([C:9]([CH3:12])([CH3:11])[CH3:10])=[CH:7][C:6]([C:13]([CH3:16])([CH3:15])[CH3:14])=[CH:5][C:4]=1B(O)O.Br[C:21]1[CH:22]=[C:23]([CH:29]=[CH:30][CH:31]=1)[CH:24]=[CH:25][C:26]([OH:28])=[O:27].C(=O)([O-])[O-].[K+].[K+].Cl, predict the reaction product. The product is: [C:9]([C:8]1[C:3]([O:2][CH3:1])=[C:4]([C:30]2[CH:31]=[CH:21][CH:22]=[C:23]([CH:24]=[CH:25][C:26]([OH:28])=[O:27])[CH:29]=2)[CH:5]=[C:6]([C:13]([CH3:16])([CH3:15])[CH3:14])[CH:7]=1)([CH3:12])([CH3:11])[CH3:10]. (3) Given the reactants [CH3:1][C:2]1[NH:6][C:5]2[CH:7]=[C:8]([C:11]3[CH:12]=[CH:13][C:14]4[O:20][CH2:19][CH2:18][N:17]([C:21]5[C:30]6[C:25](=[C:26]([O:39][CH3:40])[C:27]([O:31][CH2:32]C7C=CC=CC=7)=[CH:28][CH:29]=6)[N:24]=[CH:23][N:22]=5)[CH2:16][C:15]=4[CH:41]=3)[CH:9]=[CH:10][C:4]=2[N:3]=1.BrC[C:44]1[CH:53]=[CH:52][C:51]2[C:46](=[CH:47][CH:48]=[CH:49][CH:50]=2)[N:45]=1, predict the reaction product. The product is: [CH3:1][C:2]1[NH:6][C:5]2[CH:7]=[C:8]([C:11]3[CH:12]=[CH:13][C:14]4[O:20][CH2:19][CH2:18][N:17]([C:21]5[C:30]6[C:25](=[C:26]([O:39][CH3:40])[C:27]([O:31][CH2:32][C:44]7[CH:53]=[CH:52][C:51]8[C:46](=[CH:47][CH:48]=[CH:49][CH:50]=8)[N:45]=7)=[CH:28][CH:29]=6)[N:24]=[CH:23][N:22]=5)[CH2:16][C:15]=4[CH:41]=3)[CH:9]=[CH:10][C:4]=2[N:3]=1. (4) Given the reactants [Cl:1][C:2]1[C:3]([CH2:12][C:13]([CH3:15])=[O:14])=[N:4][CH:5]=[C:6]([C:8]([F:11])([F:10])[F:9])[CH:7]=1.[CH3:16]I.[OH-].[K+].O, predict the reaction product. The product is: [Cl:1][C:2]1[C:3]([CH:12]([CH3:16])[C:13](=[O:14])[CH3:15])=[N:4][CH:5]=[C:6]([C:8]([F:11])([F:9])[F:10])[CH:7]=1. (5) Given the reactants [Cl:1][CH2:2][CH2:3][CH2:4][CH:5]([C:8]1[CH:13]=[CH:12][CH:11]=[CH:10][C:9]=1[C:14]([F:17])([F:16])[F:15])[C:6]#[N:7].[CH2:18]([OH:20])[CH3:19].C(Cl)(=O)C, predict the reaction product. The product is: [ClH:1].[Cl:1][CH2:2][CH2:3][CH2:4][CH:5]([C:8]1[CH:13]=[CH:12][CH:11]=[CH:10][C:9]=1[C:14]([F:15])([F:16])[F:17])[C:6](=[NH:7])[O:20][CH2:18][CH3:19]. (6) Given the reactants CN(C)C=O.[C:6]([C:8]1[C:13]([CH3:14])=[C:12](I)[C:11]([F:16])=[C:10]([O:17][CH3:18])[C:9]=1[NH:19][C:20](=[O:25])[C:21]([CH3:24])([CH3:23])[CH3:22])#[N:7].[C:26]1(B(O)O)[CH:31]=[CH:30][CH:29]=[CH:28][CH:27]=1, predict the reaction product. The product is: [C:6]([C:8]1[C:9]([NH:19][C:20](=[O:25])[C:21]([CH3:24])([CH3:23])[CH3:22])=[C:10]([O:17][CH3:18])[C:11]([F:16])=[C:12]([C:26]2[CH:31]=[CH:30][CH:29]=[CH:28][CH:27]=2)[C:13]=1[CH3:14])#[N:7]. (7) Given the reactants C1(C[N:8]2[CH2:13][CH2:12][C:11](=[C:14]3[C:27]4[CH:26]=[CH:25][CH:24]=[CH:23][C:22]=4[O:21][C:20]4[C:15]3=[CH:16][CH:17]=[CH:18][CH:19]=4)[CH2:10][CH2:9]2)C=CC=CC=1.Cl[C:29]([O:31][CH2:32][C:33]([Cl:36])([Cl:35])[Cl:34])=[O:30], predict the reaction product. The product is: [Cl:34][C:33]([Cl:36])([Cl:35])[CH2:32][O:31][C:29]([N:8]1[CH2:13][CH2:12][C:11](=[C:14]2[C:15]3[CH:16]=[CH:17][CH:18]=[CH:19][C:20]=3[O:21][C:22]3[C:27]2=[CH:26][CH:25]=[CH:24][CH:23]=3)[CH2:10][CH2:9]1)=[O:30]. (8) Given the reactants C(OC(=O)[NH:7][C@@H:8]([C:11]1[CH:16]=[CH:15][C:14]([Cl:17])=[C:13]([C:18]([C:20]2[CH:21]=[N:22][C:23]([C:26](=[O:28])[NH2:27])=[CH:24][CH:25]=2)=[O:19])[C:12]=1[F:29])[CH2:9][CH3:10])(C)(C)C.Cl.CCOC(C)=O, predict the reaction product. The product is: [NH2:7][C@@H:8]([C:11]1[C:12]([F:29])=[C:13]([C:14]([Cl:17])=[CH:15][CH:16]=1)[C:18]([C:20]1[CH:25]=[CH:24][C:23]([C:26]([NH2:27])=[O:28])=[N:22][CH:21]=1)=[O:19])[CH2:9][CH3:10].